Dataset: Full USPTO retrosynthesis dataset with 1.9M reactions from patents (1976-2016). Task: Predict the reactants needed to synthesize the given product. (1) Given the product [Cl:13][C:2]1[N:3]=[C:4]([NH:7][C:8](=[O:10])[CH3:9])[S:5][CH:6]=1, predict the reactants needed to synthesize it. The reactants are: O=[C:2]1[CH2:6][S:5][C:4]([NH:7][C:8](=[O:10])[CH3:9])=[N:3]1.O=P(Cl)(Cl)[Cl:13]. (2) Given the product [CH3:26][O:25][C:19]1[CH:20]=[CH:21][C:22]([CH3:24])=[CH:23][C:18]=1[S:15]([N:12]1[C:13]2[C:8](=[CH:7][CH:6]=[C:5]([C:3]([OH:4])=[O:2])[CH:14]=2)[CH2:9][CH2:10][CH2:11]1)(=[O:16])=[O:17], predict the reactants needed to synthesize it. The reactants are: C[O:2][C:3]([C:5]1[CH:14]=[C:13]2[C:8]([CH2:9][CH2:10][CH2:11][N:12]2[S:15]([C:18]2[CH:23]=[C:22]([CH3:24])[CH:21]=[CH:20][C:19]=2[O:25][CH3:26])(=[O:17])=[O:16])=[CH:7][CH:6]=1)=[O:4].[OH-].[K+].O. (3) Given the product [O:21]1[CH2:20][CH:19]=[C:18]([C:15]2[CH:14]=[C:13]([F:24])[C:12]3[O:11][C:10]4[C:5](=[CH:6][C:7]([OH:25])=[CH:8][CH:9]=4)[C@:4]4([N:3]=[C:2]([NH:1][C:34](=[O:35])[O:33][C:30]([CH3:32])([CH3:31])[CH3:29])[CH2:28][O:27][CH2:26]4)[C:17]=3[CH:16]=2)[CH2:23][CH2:22]1, predict the reactants needed to synthesize it. The reactants are: [NH2:1][C:2]1[CH2:28][O:27][CH2:26][C@:4]2([C:17]3[CH:16]=[C:15]([C:18]4[CH2:19][CH2:20][O:21][CH2:22][CH:23]=4)[CH:14]=[C:13]([F:24])[C:12]=3[O:11][C:10]3[C:5]2=[CH:6][C:7]([OH:25])=[CH:8][CH:9]=3)[N:3]=1.[CH3:29][C:30]([O:33][C:34](O[C:34]([O:33][C:30]([CH3:32])([CH3:31])[CH3:29])=[O:35])=[O:35])([CH3:32])[CH3:31]. (4) Given the product [C:28]1([S:34]([N:18]2[C:19]3[CH:25]=[CH:24][CH:23]=[CH:22][C:20]=3[C:21]3[C:11]4[CH:10]=[N:9][NH:8][C:12]=4[N:13]=[CH:14][C:15]=3[CH2:16][CH2:17]2)(=[O:36])=[O:35])[CH:33]=[CH:32][CH:31]=[CH:30][CH:29]=1, predict the reactants needed to synthesize it. The reactants are: COC1C=CC(C[N:8]2[C:12]3[N:13]=[CH:14][C:15]4[CH2:16][CH2:17][NH:18][C:19]5[CH:25]=[CH:24][CH:23]=[CH:22][C:20]=5[C:21]=4[C:11]=3[CH:10]=[N:9]2)=CC=1.[C:28]1([S:34](Cl)(=[O:36])=[O:35])[CH:33]=[CH:32][CH:31]=[CH:30][CH:29]=1. (5) Given the product [Br:17][C:8]1[C:2]([F:1])=[CH:3][C:4]([NH2:5])=[CH:6][C:7]=1[F:9], predict the reactants needed to synthesize it. The reactants are: [F:1][C:2]1[CH:3]=[C:4]([CH:6]=[C:7]([F:9])[CH:8]=1)[NH2:5].C1C(=O)N([Br:17])C(=O)C1. (6) Given the product [F:29][C:2]([F:1])([F:28])[C:3]1[CH:4]=[C:5]([C@H:13]([O:15][C@@H:16]2[C@@H:20]([C:21]3[CH:22]=[CH:23][C:24]([F:27])=[CH:25][CH:26]=3)[CH2:19][N:18]([C:38]([NH:37][CH3:36])=[O:39])[CH2:17]2)[CH3:14])[CH:6]=[C:7]([C:9]([F:11])([F:12])[F:10])[CH:8]=1, predict the reactants needed to synthesize it. The reactants are: [F:1][C:2]([F:29])([F:28])[C:3]1[CH:4]=[C:5]([C@H:13]([O:15][C@@H:16]2[C@@H:20]([C:21]3[CH:26]=[CH:25][C:24]([F:27])=[CH:23][CH:22]=3)[CH2:19][NH:18][CH2:17]2)[CH3:14])[CH:6]=[C:7]([C:9]([F:12])([F:11])[F:10])[CH:8]=1.N1C=CC=CC=1.[CH3:36][N:37]=[C:38]=[O:39]. (7) Given the product [CH3:20][C:21]1[CH:28]=[CH:27][CH:26]=[C:25]([CH3:29])[C:22]=1[CH2:23][N:1]1[C:5]2[CH:6]=[CH:7][CH:8]=[CH:9][C:4]=2[N:3]=[C:2]1[C:10]1[CH:19]=[CH:18][CH:17]=[CH:16][C:11]=1[C:12]([O:14][CH3:15])=[O:13], predict the reactants needed to synthesize it. The reactants are: [NH:1]1[C:5]2[CH:6]=[CH:7][CH:8]=[CH:9][C:4]=2[N:3]=[C:2]1[C:10]1[CH:19]=[CH:18][CH:17]=[CH:16][C:11]=1[C:12]([O:14][CH3:15])=[O:13].[CH3:20][C:21]1[CH:28]=[CH:27][CH:26]=[C:25]([CH3:29])[C:22]=1[CH2:23]Cl.C(=O)([O-])[O-].[K+].[K+].[I-].[K+]. (8) The reactants are: [N:1]1([CH2:7][CH2:8][OH:9])[CH2:6][CH2:5][CH2:4][CH2:3][CH2:2]1.[OH-].[K+].F[C:13]1[CH:18]=[CH:17][C:16]([N+:19]([O-:21])=[O:20])=[C:15]([O:22][CH3:23])[CH:14]=1. Given the product [CH3:23][O:22][C:15]1[CH:14]=[C:13]([CH:18]=[CH:17][C:16]=1[N+:19]([O-:21])=[O:20])[O:9][CH2:8][CH2:7][N:1]1[CH2:6][CH2:5][CH2:4][CH2:3][CH2:2]1, predict the reactants needed to synthesize it.